Task: Regression. Given a target protein amino acid sequence and a drug SMILES string, predict the binding affinity score between them. We predict pIC50 (pIC50 = -log10(IC50 in M); higher means more potent). Dataset: bindingdb_ic50.. Dataset: Drug-target binding data from BindingDB using IC50 measurements The small molecule is CC(C)n1cnc2c(N(C)c3cccc(Cl)c3)nc(NCCO)nc21. The target protein (P00546) has sequence MSGELANYKRLEKVGEGTYGVVYKALDLRPGQGQRVVALKKIRLESEDEGVPSTAIREISLLKELKDDNIVRLYDIVHSDAHKLYLVFEFLDLDLKRYMEGIPKDQPLGADIVKKFMMQLCKGIAYCHSHRILHRDLKPQNLLINKDGNLKLGDFGLARAFGVPLRAYTHEIVTLWYRAPEVLLGGKQYSTGVDTWSIGCIFAEMCNRKPIFSGDSEIDQIFKIFRVLGTPNEAIWPDIVYLPDFKPSFPQWRRKDLSQVVPSLDPRGIDLLDKLLAYDPINRISARRAAIHPYFQES. The pIC50 is 3.3.